This data is from NCI-60 drug combinations with 297,098 pairs across 59 cell lines. The task is: Regression. Given two drug SMILES strings and cell line genomic features, predict the synergy score measuring deviation from expected non-interaction effect. (1) Drug 1: C1=NC2=C(N=C(N=C2N1C3C(C(C(O3)CO)O)F)Cl)N. Drug 2: CC12CCC3C(C1CCC2O)C(CC4=C3C=CC(=C4)O)CCCCCCCCCS(=O)CCCC(C(F)(F)F)(F)F. Cell line: UACC-257. Synergy scores: CSS=-1.84, Synergy_ZIP=0.468, Synergy_Bliss=-0.594, Synergy_Loewe=-0.818, Synergy_HSA=-1.62. (2) Drug 1: CC=C1C(=O)NC(C(=O)OC2CC(=O)NC(C(=O)NC(CSSCCC=C2)C(=O)N1)C(C)C)C(C)C. Drug 2: C1CCC(C(C1)N)N.C(=O)(C(=O)[O-])[O-].[Pt+4]. Cell line: SR. Synergy scores: CSS=80.9, Synergy_ZIP=1.45, Synergy_Bliss=1.17, Synergy_Loewe=-1.67, Synergy_HSA=2.83.